From a dataset of Full USPTO retrosynthesis dataset with 1.9M reactions from patents (1976-2016). Predict the reactants needed to synthesize the given product. (1) Given the product [C:34]([C:12]1[CH:13]=[C:14]([NH:15][C:16]([NH:18][C:19]2[CH:24]=[CH:23][C:22]([O:25][C:26]3[CH:31]=[CH:30][N:29]=[C:28]([CH3:32])[CH:27]=3)=[CH:21][C:20]=2[F:33])=[O:17])[N:10]([C:7]2[CH:8]=[CH:9][C:4]([CH2:3][OH:2])=[CH:5][CH:6]=2)[N:11]=1)([CH3:37])([CH3:36])[CH3:35], predict the reactants needed to synthesize it. The reactants are: C[O:2][C:3](=O)[C:4]1[CH:9]=[CH:8][C:7]([N:10]2[C:14]([NH:15][C:16]([NH:18][C:19]3[CH:24]=[CH:23][C:22]([O:25][C:26]4[CH:31]=[CH:30][N:29]=[C:28]([CH3:32])[CH:27]=4)=[CH:21][C:20]=3[F:33])=[O:17])=[CH:13][C:12]([C:34]([CH3:37])([CH3:36])[CH3:35])=[N:11]2)=[CH:6][CH:5]=1.[H-].[Al+3].[Li+].[H-].[H-].[H-].O. (2) The reactants are: [O:1]=[C:2]1[C:10]2[C:5](=[CH:6][CH:7]=[CH:8][CH:9]=2)[N:4]([C:11]([O:13][C:14]([CH3:17])([CH3:16])[CH3:15])=[O:12])[CH2:3]1.O1CCCC1.CO.[BH4-].[Na+]. Given the product [OH:1][CH:2]1[C:10]2[C:5](=[CH:6][CH:7]=[CH:8][CH:9]=2)[N:4]([C:11]([O:13][C:14]([CH3:17])([CH3:16])[CH3:15])=[O:12])[CH2:3]1, predict the reactants needed to synthesize it. (3) Given the product [CH3:15][C@@H:16]1[CH2:21][N:20]([C:2]2[CH:3]=[CH:4][C:5]3[N:6]([C:8]([C:11]([F:14])([F:13])[F:12])=[N:9][N:10]=3)[N:7]=2)[C@@H:19]([CH3:22])[CH2:18][N:17]1[C:23]([O:25][C:26]([CH3:28])([CH3:27])[CH3:29])=[O:24], predict the reactants needed to synthesize it. The reactants are: Cl[C:2]1[CH:3]=[CH:4][C:5]2[N:6]([C:8]([C:11]([F:14])([F:13])[F:12])=[N:9][N:10]=2)[N:7]=1.[CH3:15][C@@H:16]1[CH2:21][NH:20][C@@H:19]([CH3:22])[CH2:18][N:17]1[C:23]([O:25][C:26]([CH3:29])([CH3:28])[CH3:27])=[O:24].CCN(C(C)C)C(C)C. (4) Given the product [O:7]([C:8]1[CH:9]=[CH:10][C:11]([N:14]2[C:22]3[C:17](=[CH:18][C:19]([N+:23]([O-:25])=[O:24])=[CH:20][CH:21]=3)[CH2:16][CH2:15]2)=[CH:12][CH:13]=1)[C@H:6]1[O:26][C@H:27]([CH2:38][OH:39])[C@@H:28]([OH:34])[C@H:29]([OH:30])[C@@H:5]1[OH:4], predict the reactants needed to synthesize it. The reactants are: C([O:4][C@H:5]1[C@@H:29]([O:30]C(=O)C)[C@H:28]([O:34]C(=O)C)[C@@H:27]([CH2:38][O:39]C(=O)C)[O:26][C@@H:6]1[O:7][C:8]1[CH:13]=[CH:12][C:11]([N:14]2[C:22]3[C:17](=[CH:18][C:19]([N+:23]([O-:25])=[O:24])=[CH:20][CH:21]=3)[CH2:16][CH2:15]2)=[CH:10][CH:9]=1)(=O)C.C[O-].[Na+].C(Cl)Cl.CO.C(O)(=O)C. (5) Given the product [C:16]([O:20][C:21](=[O:39])[CH2:22][N:23]([C:13](=[O:15])[CH2:12][CH:8]1[C:9]2[C:4](=[CH:3][C:2]([OH:1])=[CH:11][CH:10]=2)[CH2:5][CH2:6][CH2:7]1)[C@H:24]([C:32]([O:34][C:35]([CH3:38])([CH3:37])[CH3:36])=[O:33])[CH2:25][C:26]1[CH:27]=[CH:28][CH:29]=[CH:30][CH:31]=1)([CH3:18])([CH3:19])[CH3:17], predict the reactants needed to synthesize it. The reactants are: [OH:1][C:2]1[CH:3]=[C:4]2[C:9](=[CH:10][CH:11]=1)[CH:8]([CH2:12][C:13]([OH:15])=O)[CH2:7][CH2:6][CH2:5]2.[C:16]([O:20][C:21](=[O:39])[CH2:22][NH:23][C@H:24]([C:32]([O:34][C:35]([CH3:38])([CH3:37])[CH3:36])=[O:33])[CH2:25][C:26]1[CH:31]=[CH:30][CH:29]=[CH:28][CH:27]=1)([CH3:19])([CH3:18])[CH3:17].C(N(CC)C(C)C)(C)C.F[P-](F)(F)(F)(F)F.C(C(=NO[C+](N(C)C)N1CCOCC1)C(OCC)=O)#N. (6) Given the product [CH3:1][N:2]1[CH2:15][CH2:14][C:5]2[N:6]([CH2:24][CH2:23][C:21]3[CH:22]=[C:17]([CH3:16])[C:18]([NH:25][C:26](=[O:28])[CH3:27])=[N:19][CH:20]=3)[C:7]3[CH:8]=[CH:9][C:10]([CH3:13])=[CH:11][C:12]=3[C:4]=2[CH2:3]1, predict the reactants needed to synthesize it. The reactants are: [CH3:1][N:2]1[CH2:15][CH2:14][C:5]2[NH:6][C:7]3[CH:8]=[CH:9][C:10]([CH3:13])=[CH:11][C:12]=3[C:4]=2[CH2:3]1.[CH3:16][C:17]1[C:18]([NH:25][C:26](=[O:28])[CH3:27])=[N:19][CH:20]=[C:21]([CH:23]=[CH2:24])[CH:22]=1.[OH-].[K+].